Dataset: Full USPTO retrosynthesis dataset with 1.9M reactions from patents (1976-2016). Task: Predict the reactants needed to synthesize the given product. (1) Given the product [ClH:40].[F:1][C:2]1[C:3]([CH2:24][NH:25][CH3:26])=[CH:4][N:5]([S:14]([C:17]2[CH:18]=[N:19][CH:20]=[C:21]([F:23])[CH:22]=2)(=[O:15])=[O:16])[C:6]=1[C:7]1[C:8]([F:13])=[N:9][CH:10]=[CH:11][CH:12]=1, predict the reactants needed to synthesize it. The reactants are: [F:1][C:2]1[C:3]([CH2:24][N:25](C)[C:26](=O)OC(C)(C)C)=[CH:4][N:5]([S:14]([C:17]2[CH:18]=[N:19][CH:20]=[C:21]([F:23])[CH:22]=2)(=[O:16])=[O:15])[C:6]=1[C:7]1[C:8]([F:13])=[N:9][CH:10]=[CH:11][CH:12]=1.C(OCC)(=O)C.[ClH:40]. (2) Given the product [CH2:7]([NH:14][C:15](=[O:16])[NH:1][CH2:2][CH2:3][C:4]([OH:6])=[O:5])[C:8]1[CH:13]=[CH:12][CH:11]=[CH:10][CH:9]=1, predict the reactants needed to synthesize it. The reactants are: [NH2:1][CH2:2][CH2:3][C:4]([OH:6])=[O:5].[CH2:7]([N:14]=[C:15]=[O:16])[C:8]1[CH:13]=[CH:12][CH:11]=[CH:10][CH:9]=1. (3) Given the product [CH3:1][C:2]([CH3:37])([CH3:36])[CH2:3][C:4]1[N:9]=[C:8]([CH2:10][O:11][C:12]2[C:13]([O:25][CH3:26])=[C:14]([CH2:18][CH2:19][C:20]([OH:22])=[O:21])[CH:15]=[CH:16][CH:17]=2)[CH:7]=[CH:6][C:5]=1[C:27]1[CH:32]=[C:31]([O:33][CH3:34])[CH:30]=[CH:29][C:28]=1[F:35], predict the reactants needed to synthesize it. The reactants are: [CH3:1][C:2]([CH3:37])([CH3:36])[CH2:3][C:4]1[N:9]=[C:8]([CH2:10][O:11][C:12]2[C:13]([O:25][CH3:26])=[C:14]([CH2:18][CH2:19][C:20]([O:22]CC)=[O:21])[CH:15]=[CH:16][CH:17]=2)[CH:7]=[CH:6][C:5]=1[C:27]1[CH:32]=[C:31]([O:33][CH3:34])[CH:30]=[CH:29][C:28]=1[F:35].[OH-].[Na+].